The task is: Predict the reactants needed to synthesize the given product.. This data is from Full USPTO retrosynthesis dataset with 1.9M reactions from patents (1976-2016). (1) Given the product [CH:1]1([C:4]([N:6]2[C:15]3[CH:14]=[CH:13][CH:12]=[C:11]([OH:16])[C:10]=3[CH2:9][CH2:8][C@@H:7]2[CH3:18])=[O:5])[CH2:2][CH2:3]1, predict the reactants needed to synthesize it. The reactants are: [CH:1]1([C:4]([N:6]2[C:15]3[C:10](=[C:11]([O:16]C)[CH:12]=[CH:13][CH:14]=3)[CH2:9][CH2:8][C@@H:7]2[CH3:18])=[O:5])[CH2:3][CH2:2]1.[B]. (2) Given the product [Cl:1][C:2]1[CH:3]=[CH:4][C:5]([S:8]([CH:11]2[C:20]3[C:15](=[C:16]([F:22])[CH:17]=[CH:18][C:19]=3[F:21])[O:14][CH2:13][CH:12]2[CH2:23][CH2:24][CH:25]([OH:26])[CH2:29][CH:28]=[CH2:27])(=[O:9])=[O:10])=[CH:6][CH:7]=1, predict the reactants needed to synthesize it. The reactants are: [Cl:1][C:2]1[CH:7]=[CH:6][C:5]([S:8]([CH:11]2[C:20]3[C:15](=[C:16]([F:22])[CH:17]=[CH:18][C:19]=3[F:21])[O:14][CH2:13][CH:12]2[CH2:23][CH2:24][CH:25]=[O:26])(=[O:10])=[O:9])=[CH:4][CH:3]=1.[CH2:27]([Mg]Br)[CH:28]=[CH2:29]. (3) Given the product [CH2:1]([C:4]1[N:8]([CH2:9][C:10]2[CH:27]=[CH:26][C:13]3/[C:14](=[CH:23]/[C:24]4[NH:38][N:37]=[N:36][N:25]=4)/[C:15]4[CH:22]=[CH:21][CH:20]=[CH:19][C:16]=4[CH2:17][CH2:18][C:12]=3[CH:11]=2)[C:7]2[CH:28]=[CH:29][CH:30]=[CH:31][C:6]=2[N:5]=1)[CH2:2][CH3:3], predict the reactants needed to synthesize it. The reactants are: [CH2:1]([C:4]1[N:8]([CH2:9][C:10]2[CH:27]=[CH:26][C:13]3/[C:14](=[CH:23]/[C:24]#[N:25])/[C:15]4[CH:22]=[CH:21][CH:20]=[CH:19][C:16]=4[CH2:17][CH2:18][C:12]=3[CH:11]=2)[C:7]2[CH:28]=[CH:29][CH:30]=[CH:31][C:6]=2[N:5]=1)[CH2:2][CH3:3].C[Si]([N:36]=[N+:37]=[N-:38])(C)C.C([Sn](=O)CCCC)CCC. (4) Given the product [CH:1]1([C:4]2[CH:34]=[CH:33][C:7]([O:8][C:9]3[C:10](=[O:32])[N:11]([C:14]4[CH:19]=[CH:18][C:17]([O:20][CH2:21][CH2:22][OH:23])=[C:16]([CH2:30][CH3:31])[CH:15]=4)[CH2:12][CH:13]=3)=[CH:6][CH:5]=2)[CH2:3][CH2:2]1, predict the reactants needed to synthesize it. The reactants are: [CH:1]1([C:4]2[CH:34]=[CH:33][C:7]([O:8][C:9]3[C:10](=[O:32])[N:11]([C:14]4[CH:19]=[CH:18][C:17]([O:20][CH2:21][CH2:22][O:23]C5CCCCO5)=[C:16]([CH2:30][CH3:31])[CH:15]=4)[CH2:12][CH:13]=3)=[CH:6][CH:5]=2)[CH2:3][CH2:2]1.CS(O)(=O)=O. (5) Given the product [CH3:1][O:2][C:3]1[C:4]([O:26][CH2:27][CH2:28][CH2:29][O:30][CH3:31])=[CH:5][C:6]2[CH2:15][CH:14]([CH:16]([CH3:18])[CH3:17])[N:13]3[C:8](=[CH:9][C:10](=[O:24])[C:11]([C:19]([OH:21])=[O:20])=[CH:12]3)[C:7]=2[CH:25]=1, predict the reactants needed to synthesize it. The reactants are: [CH3:1][O:2][C:3]1[C:4]([O:26][CH2:27][CH2:28][CH2:29][O:30][CH3:31])=[CH:5][C:6]2[CH2:15][CH:14]([CH:16]([CH3:18])[CH3:17])[N:13]3[C:8](=[CH:9][C:10](=[O:24])[C:11]([C:19]([O:21]CC)=[O:20])=[CH:12]3)[C:7]=2[CH:25]=1.[OH-].[Na+].Cl.